Predict the reactants needed to synthesize the given product. From a dataset of Full USPTO retrosynthesis dataset with 1.9M reactions from patents (1976-2016). (1) Given the product [F:27][C:20]1[CH:19]=[C:18]([CH:28]([NH:30][C:31]([C:33]2[N:34]=[C:35]([O:14][C:8]3[CH:9]=[C:10]([CH3:13])[CH:11]=[CH:12][C:7]=3[CH:1]3[CH2:2][CH2:3][CH2:4][CH2:5][CH2:6]3)[O:36][CH:37]=2)=[O:32])[CH3:29])[CH:17]=[C:16]([F:15])[C:21]=1[NH:22][S:23]([CH3:26])(=[O:25])=[O:24], predict the reactants needed to synthesize it. The reactants are: [CH:1]1([C:7]2[CH:12]=[CH:11][C:10]([CH3:13])=[CH:9][C:8]=2[OH:14])[CH2:6][CH2:5][CH2:4][CH2:3][CH2:2]1.[F:15][C:16]1[CH:17]=[C:18]([CH:28]([NH:30][C:31]([C:33]2[N:34]=[C:35](Cl)[O:36][CH:37]=2)=[O:32])[CH3:29])[CH:19]=[C:20]([F:27])[C:21]=1[NH:22][S:23]([CH3:26])(=[O:25])=[O:24].C([O-])([O-])=O.[K+].[K+]. (2) The reactants are: C[O:2][C:3](=[O:44])[CH:4]([N:19]([CH2:37][C:38]1[CH:43]=[CH:42][CH:41]=[CH:40][CH:39]=1)[S:20]([C:23]1[CH:28]=[CH:27][C:26]([C:29]2[CH:34]=[CH:33][C:32]([O:35][CH3:36])=[CH:31][CH:30]=2)=[CH:25][CH:24]=1)(=[O:22])=[O:21])[CH:5]1[CH2:10][CH2:9][N:8]([C:11]([N:13]2[CH2:18][CH2:17][O:16][CH2:15][CH2:14]2)=[O:12])[CH2:7][CH2:6]1.COC(=O)C(NS(C1C=CC(C2C=CC(OC)=CC=2)=CC=1)(=O)=O)C1CCN(C(N2CCOCC2)=O)CC1.C(=O)([O-])[O-].[Cs+].[Cs+].C(Br)C1C=CC=CC=1. Given the product [CH2:37]([N:19]([CH:4]([CH:5]1[CH2:6][CH2:7][N:8]([C:11]([N:13]2[CH2:14][CH2:15][O:16][CH2:17][CH2:18]2)=[O:12])[CH2:9][CH2:10]1)[C:3]([OH:44])=[O:2])[S:20]([C:23]1[CH:24]=[CH:25][C:26]([C:29]2[CH:30]=[CH:31][C:32]([O:35][CH3:36])=[CH:33][CH:34]=2)=[CH:27][CH:28]=1)(=[O:22])=[O:21])[C:38]1[CH:39]=[CH:40][CH:41]=[CH:42][CH:43]=1, predict the reactants needed to synthesize it. (3) Given the product [F:47][C:36]1[C:35]([C:23]2[CH:28]=[CH:27][C:26]([C:29]3([OH:33])[CH2:32][CH2:31][CH2:30]3)=[CH:25][CH:24]=2)=[C:43]([F:44])[CH:42]=[C:41]2[C:37]=1[C:38]([CH:45]=[O:46])=[CH:39][NH:40]2, predict the reactants needed to synthesize it. The reactants are: CC1(C)COB(B2OCC(C)(C)CO2)OC1.C([O-])(=O)C.[K+].Br[C:23]1[CH:28]=[CH:27][C:26]([C:29]2([OH:33])[CH2:32][CH2:31][CH2:30]2)=[CH:25][CH:24]=1.Br[C:35]1[C:36]([F:47])=[C:37]2[C:41](=[CH:42][C:43]=1[F:44])[NH:40][CH:39]=[C:38]2[CH:45]=[O:46].C(=O)([O-])[O-].[K+].[K+]. (4) Given the product [N:1]1([S:11]([C:14]2[CH:15]=[CH:16][C:17]([C:18]([NH:23][C:24]3[S:25][CH:26]=[C:27]([C:29]4[CH:38]=[CH:37][C:32]5[NH:33][C:34](=[O:36])[O:35][C:31]=5[CH:30]=4)[N:28]=3)=[O:19])=[CH:21][CH:22]=2)(=[O:13])=[O:12])[C:10]2[C:5](=[CH:6][CH:7]=[CH:8][CH:9]=2)[CH2:4][CH2:3][CH2:2]1, predict the reactants needed to synthesize it. The reactants are: [N:1]1([S:11]([C:14]2[CH:22]=[CH:21][C:17]([C:18](O)=[O:19])=[CH:16][CH:15]=2)(=[O:13])=[O:12])[C:10]2[C:5](=[CH:6][CH:7]=[CH:8][CH:9]=2)[CH2:4][CH2:3][CH2:2]1.[NH2:23][C:24]1[S:25][CH:26]=[C:27]([C:29]2[CH:38]=[CH:37][C:32]3[NH:33][C:34](=[O:36])[O:35][C:31]=3[CH:30]=2)[N:28]=1. (5) Given the product [C:2](=[O:3])([O:4][C:5]1[CH:6]=[CH:7][C:8]([N+:11]([O-:13])=[O:12])=[CH:9][CH:10]=1)[O:18][CH2:17][CH:14]1[CH2:16][CH2:15]1, predict the reactants needed to synthesize it. The reactants are: Cl[C:2]([O:4][C:5]1[CH:10]=[CH:9][C:8]([N+:11]([O-:13])=[O:12])=[CH:7][CH:6]=1)=[O:3].[CH:14]1([CH2:17][OH:18])[CH2:16][CH2:15]1.C(N(CC)CC)C. (6) Given the product [CH:18]1([CH:9]2[C:8]3[C:13](=[CH:14][CH:15]=[C:6]([CH2:4][OH:3])[CH:7]=3)[NH:12][CH:11]=[C:10]2[C:16]#[N:17])[CH2:19][CH2:20]1, predict the reactants needed to synthesize it. The reactants are: C([O:3][C:4]([C:6]1[CH:7]=[C:8]2[C:13](=[CH:14][CH:15]=1)[N:12]=[CH:11][C:10]([C:16]#[N:17])=[C:9]2[CH:18]1[CH2:20][CH2:19]1)=O)C.[BH4-].[Li+]. (7) Given the product [Br:1][C:2]1[CH:3]=[CH:4][C:5]([C@@H:8]([NH:10][C:11](=[O:12])[O:13][C:14]([CH3:17])([CH3:16])[CH3:15])[CH3:9])=[N:6][CH:7]=1, predict the reactants needed to synthesize it. The reactants are: [Br:1][C:2]1[CH:3]=[CH:4][C:5]([C@@H:8]([NH2:10])[CH3:9])=[N:6][CH:7]=1.[C:11](O[C:11]([O:13][C:14]([CH3:17])([CH3:16])[CH3:15])=[O:12])([O:13][C:14]([CH3:17])([CH3:16])[CH3:15])=[O:12].C(N(CC)CC)C.CCOC(C)=O.CCCCCCC. (8) Given the product [ClH:9].[NH2:10][C:11]1[C:20]2[C:15](=[CH:16][C:17]([O:23][CH3:24])=[C:18]([O:21][CH3:22])[CH:19]=2)[N:14]=[C:13]([N:25]2[CH2:30][CH2:29][N:28]([C:7]([C:5]3[N:6]=[C:2]([CH3:1])[O:3][CH:4]=3)=[O:8])[CH2:27][CH2:26]2)[N:12]=1, predict the reactants needed to synthesize it. The reactants are: [CH3:1][C:2]1[O:3][CH:4]=[C:5]([C:7]([Cl:9])=[O:8])[N:6]=1.[NH2:10][C:11]1[C:20]2[C:15](=[CH:16][C:17]([O:23][CH3:24])=[C:18]([O:21][CH3:22])[CH:19]=2)[N:14]=[C:13]([N:25]2[CH2:30][CH2:29][NH:28][CH2:27][CH2:26]2)[N:12]=1. (9) Given the product [N:21]([CH2:2][C:3]1[C:12](=[O:13])[C:11]2[C:6](=[CH:7][C:8]([Cl:14])=[CH:9][CH:10]=2)[N:5]([C:15]2[CH:20]=[CH:19][CH:18]=[CH:17][CH:16]=2)[CH:4]=1)=[N+:22]=[N-:23], predict the reactants needed to synthesize it. The reactants are: Br[CH2:2][C:3]1[C:12](=[O:13])[C:11]2[C:6](=[CH:7][C:8]([Cl:14])=[CH:9][CH:10]=2)[N:5]([C:15]2[CH:20]=[CH:19][CH:18]=[CH:17][CH:16]=2)[CH:4]=1.[N-:21]=[N+:22]=[N-:23].[Na+]. (10) The reactants are: [CH:1]1([N:4]([CH2:27][C:28]2[CH:33]=[C:32]([CH2:34][CH2:35][CH2:36][O:37][CH3:38])[CH:31]=[C:30]([O:39][CH2:40][CH2:41][O:42][CH3:43])[CH:29]=2)[C:5]([C@@H:7]2[C@@:12]([OH:19])([C:13]3[CH:14]=[N:15][CH:16]=[CH:17][CH:18]=3)[CH2:11][CH2:10][N:9](C(OC(C)(C)C)=O)[CH2:8]2)=[O:6])[CH2:3][CH2:2]1.Cl. Given the product [CH:1]1([N:4]([CH2:27][C:28]2[CH:33]=[C:32]([CH2:34][CH2:35][CH2:36][O:37][CH3:38])[CH:31]=[C:30]([O:39][CH2:40][CH2:41][O:42][CH3:43])[CH:29]=2)[C:5]([CH:7]2[C:12]([OH:19])([C:13]3[CH:14]=[N:15][CH:16]=[CH:17][CH:18]=3)[CH2:11][CH2:10][NH:9][CH2:8]2)=[O:6])[CH2:3][CH2:2]1, predict the reactants needed to synthesize it.